This data is from Reaction yield outcomes from USPTO patents with 853,638 reactions. The task is: Predict the reaction yield, written as a fraction of the theoretical maximum amount of product (1.0 means a 100% yield; for example, 0.34 means a 34% yield). The reactants are [N:1]1[CH:6]=[CH:5][C:4]([CH2:7][CH2:8][C:9](=O)[CH3:10])=[CH:3][CH:2]=1.C(=O)([O-])[O-].[Na+].[Na+].Cl.[NH2:19][OH:20].C(=O)([O-])O.[Na+]. The catalyst is C(OCC)(=O)C.O1CCCC1.O. The product is [N:1]1[CH:6]=[CH:5][C:4]([CH2:7][CH2:8][C:9](=[N:19][OH:20])[CH3:10])=[CH:3][CH:2]=1. The yield is 0.900.